This data is from Experimentally validated miRNA-target interactions with 360,000+ pairs, plus equal number of negative samples. The task is: Binary Classification. Given a miRNA mature sequence and a target amino acid sequence, predict their likelihood of interaction. (1) Result: 0 (no interaction). The protein sequence of the target gene is MEEDTDYRIRFSSLCFFNDHVGFHGTIKSSPSDFIVIEIDEQGQLVNKTIDEPIFKISEIQLEPNNFPKKPKLDLQNLSLEDGRNQEVHTLIKYTDGDQNHQSGSEKEDTIVDGTSKCEEKADVLSSFLDEKTHELLNNFACDVREKWLSKTELIGLPPEFSIGRILDKNQRASLHSAIRQKFPFLVTVGKNSEIVVKPNLEYKELCHLVSEEEAFDFFKYLDAKKENSKFTFKPDTNKDHRKAVHHFVNKKFGNLVETKSFSKMNCSAGNPNVVVTVRFREKAHKRGKRPLSECQEGKV.... The miRNA is hsa-miR-92b-5p with sequence AGGGACGGGACGCGGUGCAGUG. (2) The protein sequence of the target gene is MWNPNAGQPGPNPYPPNIGCPGGSNPAHPPPINPPFPPGPCPPPPGAPHGNPAFPPGGPPHPVPQPGYPGCQPLGPYPPPYPPPAPGIPPVNPLAPGMVGPAVIVDKKMQKKMKKAHKKMHKHQKHHKYHKHGKHSSSSSSSSSSDSD. Result: 1 (interaction). The miRNA is hsa-miR-7851-3p with sequence UACCUGGGAGACUGAGGUUGGA. (3) The miRNA is hsa-miR-4306 with sequence UGGAGAGAAAGGCAGUA. The protein sequence of the target gene is MVGFGANRRAGRLPSFVLVVLLVVIVVLAFNYWSISSRHVLLQEEVAELQGQVQRTEVARGRLEKRNSDLLLLVDTHKKQIDQKEADYGRLSSRLQAKEGLGKRCEDDKVKLQNNISYQMADIHHLKEQLAELRQEFLRQEDQLQDYRKNNTYLVKRLEYESFQCGQQIKELRAQHEENIKKLADQFLQEQKETHKIQSNDGKELGRNDHGAPKNIPNVPENDANKNEDPSSNHLPHGKEQLKRVGDAGMPGVEENDLAKVDELPAALKKPPVLASQHESHQTISHLPTGQPLSPNMAPG.... Result: 0 (no interaction). (4) The miRNA is hsa-miR-4508 with sequence GCGGGGCUGGGCGCGCG. The protein sequence of the target gene is MPKIVLNGVTVDFPFQPYKCQQEYMTKVLECLQQKVNGILESPTGTGKTLCLLCTTLAWREHLRDGISARKIAERAQGELFPDRALSSWGNAAAAAGDPIACYTDIPKIIYASRTHSQLTQVINELRNTSYRPKVCVLGSREQLCIHPEVKKQESNHLQIHLCRKKVASRSCHFYNNVEEKSLEQELASPILDIEDLVKSGSKHRVCPYYLSRNLKQQADIIFMPYNYLLDAKSRRAHNIDLKGTVVIFDEAHNVEKMCEESASFDLTPHDLASGLDVIDQVLEEQTKAAQQGEPHPEFS.... Result: 0 (no interaction). (5) The miRNA is hsa-miR-200b-3p with sequence UAAUACUGCCUGGUAAUGAUGA. The protein sequence of the target gene is MASSVGNVADSTGLAELAHREYQAGDFEAAERHCMQLWRQEPDNTGVLLLLSSIHFQCRRLDRSAHFSTLAIKQNPLLAEAYSNLGNVYKERGQLQEAIEHYRHALRLKPDFIDGYINLAAALVAAGDMEGAVQAYVSALQYNPDLYCVRSDLGNLLKALGRLEEAKACYLKAIETQPNFAVAWSNLGCVFNAQGEIWLAIHHFEKAVTLDPNFLDAYINLGNVLKEARIFDRAVAAYLRALSLSPNHAVVHGNLACVYYEQGLIDLAIDTYRRAIELQPHFPDAYCNLANALKEKGSVA.... Result: 0 (no interaction). (6) The miRNA is hsa-miR-6795-3p with sequence ACCCCUCGUUUCUUCCCCCAG. The protein sequence of the target gene is MHTTQKDTTYTKIFVGGLPYHTTDASLRKYFEVFGDIEEAVVITDRQTGKSRGYGFVTMADRAAAERACKDPNPIIDGRKANVNLAYLGAKPRIMQPGFAFGVQQLHPALIQRPFGIPAHYVYPQAFVQPGVVIPHVQPTAAAASTTPYIDYTGAAYAQYSAAAAAAAAAAAYDQYPYAASPAAAGYVTTGGYSYAVQQPITAAAPGTAAAAAAAAAAAAAFGQYQPQQLQTDRMQ. Result: 0 (no interaction). (7) The miRNA is hsa-miR-424-5p with sequence CAGCAGCAAUUCAUGUUUUGAA. The protein sequence of the target gene is MPYNFCLPSLSCRTSCSSRPCVPPSCHGYTLPGACNIPANVSNCNWFCEGSFNGSEKETMQFLNDRLASYLEKVRQLERDNAELENLIRERSQQQEPLLCPSYQSYFKTIEELQQKILCSKSENARLVVQIDNAKLAADDFRTKYQTEQSLRQLVESDINSLRRILDELTLCRSDLEAQMESLKEELLSLKQNHEQEVNTLRCQLGDRLNVEVDAAPAVDLNQVLNETRNQYEALVETNRREVEQWFATQTEELNKQVVSSSEQLQSYQAEIIELRRTVNALEIELQAQHNLRYSLENTL.... Result: 1 (interaction).